Regression. Given a peptide amino acid sequence and an MHC pseudo amino acid sequence, predict their binding affinity value. This is MHC class II binding data. From a dataset of Peptide-MHC class II binding affinity with 134,281 pairs from IEDB. The peptide sequence is YDKFLANDSTVLTGK. The MHC is DRB1_0401 with pseudo-sequence DRB1_0401. The binding affinity (normalized) is 0.732.